From a dataset of NCI-60 drug combinations with 297,098 pairs across 59 cell lines. Regression. Given two drug SMILES strings and cell line genomic features, predict the synergy score measuring deviation from expected non-interaction effect. (1) Drug 1: C1=CC(=CC=C1CC(C(=O)O)N)N(CCCl)CCCl.Cl. Drug 2: C1CN1P(=S)(N2CC2)N3CC3. Cell line: UACC62. Synergy scores: CSS=14.9, Synergy_ZIP=-8.86, Synergy_Bliss=-4.79, Synergy_Loewe=-7.87, Synergy_HSA=-2.88. (2) Drug 1: CNC(=O)C1=NC=CC(=C1)OC2=CC=C(C=C2)NC(=O)NC3=CC(=C(C=C3)Cl)C(F)(F)F. Drug 2: CN(CC1=CN=C2C(=N1)C(=NC(=N2)N)N)C3=CC=C(C=C3)C(=O)NC(CCC(=O)O)C(=O)O. Cell line: NCI-H226. Synergy scores: CSS=9.60, Synergy_ZIP=-4.18, Synergy_Bliss=2.21, Synergy_Loewe=-26.2, Synergy_HSA=-2.40. (3) Drug 1: CCCS(=O)(=O)NC1=C(C(=C(C=C1)F)C(=O)C2=CNC3=C2C=C(C=N3)C4=CC=C(C=C4)Cl)F. Drug 2: C1CN(P(=O)(OC1)NCCCl)CCCl. Cell line: ACHN. Synergy scores: CSS=18.2, Synergy_ZIP=-0.737, Synergy_Bliss=4.59, Synergy_Loewe=0.260, Synergy_HSA=3.32. (4) Drug 1: CC1=C(C=C(C=C1)NC(=O)C2=CC=C(C=C2)CN3CCN(CC3)C)NC4=NC=CC(=N4)C5=CN=CC=C5. Drug 2: CC(C)CN1C=NC2=C1C3=CC=CC=C3N=C2N. Cell line: HS 578T. Synergy scores: CSS=11.7, Synergy_ZIP=-2.82, Synergy_Bliss=-0.327, Synergy_Loewe=3.60, Synergy_HSA=3.77.